Dataset: Peptide-MHC class II binding affinity with 134,281 pairs from IEDB. Task: Regression. Given a peptide amino acid sequence and an MHC pseudo amino acid sequence, predict their binding affinity value. This is MHC class II binding data. (1) The peptide sequence is AANWILRGTSFVYVP. The MHC is DRB1_0401 with pseudo-sequence DRB1_0401. The binding affinity (normalized) is 0.365. (2) The peptide sequence is YFLMAYANQIHHVDL. The MHC is DRB1_0101 with pseudo-sequence DRB1_0101. The binding affinity (normalized) is 1.00. (3) The binding affinity (normalized) is 0.393. The peptide sequence is WENVPFCSHHFHELQ. The MHC is DRB1_0801 with pseudo-sequence DRB1_0801. (4) The binding affinity (normalized) is 0.508. The peptide sequence is DPWTIYAIGGSSNPT. The MHC is DRB1_0405 with pseudo-sequence DRB1_0405. (5) The MHC is DRB1_0101 with pseudo-sequence DRB1_0101. The binding affinity (normalized) is 0. The peptide sequence is GKANRGKMDVSGVQA. (6) The peptide sequence is DEAHFLDPASIAARG. The MHC is DRB3_0202 with pseudo-sequence DRB3_0202. The binding affinity (normalized) is 0.554. (7) The peptide sequence is GLRSDTTLLRALGAQ. The MHC is DRB1_1501 with pseudo-sequence DRB1_1501. The binding affinity (normalized) is 0.394. (8) The peptide sequence is KEFDLYKKSGITEVDRT. The MHC is DRB1_0901 with pseudo-sequence DRB1_0901. The binding affinity (normalized) is 0.309.